The task is: Predict the reactants needed to synthesize the given product.. This data is from Full USPTO retrosynthesis dataset with 1.9M reactions from patents (1976-2016). (1) Given the product [CH3:1][O:2][C:3](=[O:27])[C@@H:4]([NH:24][C:25]([N:31]1[CH2:32][CH:29]([OH:28])[CH2:30]1)=[S:26])[CH2:5][O:6][Si:7]([C:20]([CH3:23])([CH3:21])[CH3:22])([C:8]1[CH:13]=[CH:12][CH:11]=[CH:10][CH:9]=1)[C:14]1[CH:19]=[CH:18][CH:17]=[CH:16][CH:15]=1, predict the reactants needed to synthesize it. The reactants are: [CH3:1][O:2][C:3](=[O:27])[CH:4]([N:24]=[C:25]=[S:26])[CH2:5][O:6][Si:7]([C:20]([CH3:23])([CH3:22])[CH3:21])([C:14]1[CH:19]=[CH:18][CH:17]=[CH:16][CH:15]=1)[C:8]1[CH:13]=[CH:12][CH:11]=[CH:10][CH:9]=1.[OH:28][CH:29]1[CH2:32][NH:31][CH2:30]1. (2) Given the product [N:1]([CH2:6][C:7]([C:9]1[CH:14]=[CH:13][C:12]([O:15][CH2:16][C:17]2[CH:26]=[CH:25][C:24]3[C:19](=[CH:20][CH:21]=[C:22]([F:27])[CH:23]=3)[N:18]=2)=[CH:11][C:10]=1[CH:28]([C:33]1[CH:38]=[CH:37][CH:36]=[CH:35][CH:34]=1)[C:29]([CH3:30])([CH3:31])[CH3:32])=[O:8])=[N+:2]=[N-:3], predict the reactants needed to synthesize it. The reactants are: [N-:1]=[N+:2]=[N-:3].[Na+].Br[CH2:6][C:7]([C:9]1[CH:14]=[CH:13][C:12]([O:15][CH2:16][C:17]2[CH:26]=[CH:25][C:24]3[C:19](=[CH:20][CH:21]=[C:22]([F:27])[CH:23]=3)[N:18]=2)=[CH:11][C:10]=1[CH:28]([C:33]1[CH:38]=[CH:37][CH:36]=[CH:35][CH:34]=1)[C:29]([CH3:32])([CH3:31])[CH3:30])=[O:8].O. (3) The reactants are: Br[C:2]1[C:10]2[C:5](=[N:6][C:7]([CH3:22])=[CH:8][C:9]=2[NH:11][S:12]([C:15]2[CH:20]=[CH:19][CH:18]=[C:17]([Cl:21])[CH:16]=2)(=[O:14])=[O:13])[S:4][C:3]=1[CH3:23].[CH3:24][N:25]([CH3:35])[C:26]1[CH:27]=[C:28](B(O)O)[CH:29]=[CH:30][CH:31]=1.C(Cl)Cl.C([O-])([O-])=O.[Cs+].[Cs+]. Given the product [Cl:21][C:17]1[CH:16]=[C:15]([S:12]([NH:11][C:9]2[CH:8]=[C:7]([CH3:22])[N:6]=[C:5]3[S:4][C:3]([CH3:23])=[C:2]([C:30]4[CH:29]=[CH:28][CH:27]=[C:26]([N:25]([CH3:35])[CH3:24])[CH:31]=4)[C:10]=23)(=[O:14])=[O:13])[CH:20]=[CH:19][CH:18]=1, predict the reactants needed to synthesize it. (4) Given the product [CH:21]1([C:19]([N:16]2[CH2:17][CH2:18][C@@H:14]([CH2:13][C:12]3[N:8]([C:5]4[CH:6]=[CH:7][C:2]([C:30]5[CH:31]=[CH:32][C:27]([F:26])=[CH:28][CH:29]=5)=[CH:3][C:4]=4[F:25])[C:9](=[O:24])[NH:10][N:11]=3)[CH2:15]2)=[O:20])[CH2:23][CH2:22]1, predict the reactants needed to synthesize it. The reactants are: Br[C:2]1[CH:7]=[CH:6][C:5]([N:8]2[C:12]([CH2:13][C@@H:14]3[CH2:18][CH2:17][N:16]([C:19]([CH:21]4[CH2:23][CH2:22]4)=[O:20])[CH2:15]3)=[N:11][NH:10][C:9]2=[O:24])=[C:4]([F:25])[CH:3]=1.[F:26][C:27]1[CH:32]=[CH:31][C:30](B(O)O)=[CH:29][CH:28]=1.C(=O)([O-])[O-].[K+].[K+]. (5) The reactants are: [C:1](=[O:22])([O:12]C1C=CC([N+]([O-])=O)=CC=1)[O:2][CH2:3][CH2:4][N:5]1[CH2:10][CH2:9][N:8]([CH3:11])[CH2:7][CH2:6]1.CCN(C(C)C)C(C)C.[CH3:32][C@H:33]1[O:38][C@@H:37]([CH3:39])[CH2:36][NH:35][CH2:34]1. Given the product [CH:1]([OH:12])=[O:2].[CH3:39][C@H:37]1[O:38][C@@H:33]([CH3:32])[CH2:34][N:35]([C:1]([O:2][CH2:3][CH2:4][N:5]2[CH2:6][CH2:7][N:8]([CH3:11])[CH2:9][CH2:10]2)=[O:22])[CH2:36]1, predict the reactants needed to synthesize it. (6) Given the product [NH2:17][C:10]1([C:14]#[N:15])[CH2:11][CH2:12][N:7]([C:1]2[CH:6]=[CH:5][CH:4]=[CH:3][CH:2]=2)[CH2:8][CH2:9]1, predict the reactants needed to synthesize it. The reactants are: [C:1]1([N:7]2[CH2:12][CH2:11][C:10](=O)[CH2:9][CH2:8]2)[CH:6]=[CH:5][CH:4]=[CH:3][CH:2]=1.[C-:14]#[N:15].[Na+].[NH4+:17].[Cl-].N.CO.